This data is from Full USPTO retrosynthesis dataset with 1.9M reactions from patents (1976-2016). The task is: Predict the reactants needed to synthesize the given product. (1) The reactants are: [CH2:1]([C:4]([C:11]1[CH:16]=[CH:15][C:14](I)=[CH:13][CH:12]=1)([CH2:8][CH:9]=[CH2:10])[CH2:5][CH:6]=[CH2:7])[CH:2]=[CH2:3].[C:18]([Cu])#[N:19].[NH4+].[OH-]. Given the product [CH2:1]([C:4]([C:11]1[CH:16]=[CH:15][C:14]([C:18]#[N:19])=[CH:13][CH:12]=1)([CH2:8][CH:9]=[CH2:10])[CH2:5][CH:6]=[CH2:7])[CH:2]=[CH2:3], predict the reactants needed to synthesize it. (2) The reactants are: [Br:1][C:2]1[CH:7]=[CH:6][C:5]([SH:8])=[CH:4][CH:3]=1.[F:9][C:10]1[CH:15]=[C:14]([F:16])[CH:13]=[CH:12][C:11]=1I.CC(CCC)C(=O)C(=O)C(C)(C)C.C(=O)([O-])[O-].[Cs+].[Cs+]. Given the product [Br:1][C:2]1[CH:7]=[CH:6][C:5]([S:8][C:15]2[C:10]([F:9])=[CH:11][CH:12]=[CH:13][C:14]=2[F:16])=[CH:4][CH:3]=1, predict the reactants needed to synthesize it. (3) Given the product [C:1]([C:5]1[CH:10]=[CH:9][CH:8]=[CH:7][C:6]=1[CH:11]1[CH2:12][CH2:13][N:14]([C:17]([C@@H:19]2[C@@H:23]([OH:24])[CH2:22][CH2:21][NH:20]2)=[O:18])[CH2:15][CH2:16]1)([CH3:4])([CH3:2])[CH3:3], predict the reactants needed to synthesize it. The reactants are: [C:1]([C:5]1[CH:10]=[CH:9][CH:8]=[CH:7][C:6]=1[CH:11]1[CH2:16][CH2:15][N:14]([C:17]([C@@H:19]2[C@@H:23]([OH:24])[CH2:22][CH2:21][N:20]2C(OC(C)(C)C)=O)=[O:18])[CH2:13][CH2:12]1)([CH3:4])([CH3:3])[CH3:2].C(O)(C(F)(F)F)=O. (4) The reactants are: [NH2:1][C:2]1[CH:7]=[C:6]([Cl:8])[CH:5]=[CH:4][C:3]=1[SH:9].[CH2:10]([O:12][C:13](OCC)([O:19]CC)[C:14](OCC)=O)[CH3:11]. Given the product [CH2:10]([O:12][C:13]([C:14]1[S:9][C:3]2[CH:4]=[CH:5][C:6]([Cl:8])=[CH:7][C:2]=2[N:1]=1)=[O:19])[CH3:11], predict the reactants needed to synthesize it. (5) Given the product [CH3:18][N:1]1[C:9]2[C:4](=[CH:5][CH:6]=[CH:7][CH:8]=2)[CH:3]=[C:2]1[CH2:10][CH2:11][C:12]([O:14][CH3:15])=[O:13], predict the reactants needed to synthesize it. The reactants are: [NH:1]1[C:9]2[C:4](=[CH:5][CH:6]=[CH:7][CH:8]=2)[CH:3]=[C:2]1[CH2:10][CH2:11][C:12]([O:14][CH3:15])=[O:13].[H-].[Na+].[CH3:18]I. (6) Given the product [ClH:1].[ClH:1].[Cl:1][C:2]1[CH:3]=[C:4]([C@H:9]([CH2:20][CH2:21][N:22]2[CH2:25][CH:24]([N:26]3[CH2:31][CH2:30][CH:29]([F:32])[CH2:28][CH2:27]3)[CH2:23]2)[CH2:10][NH:11][CH3:12])[CH:5]=[CH:6][C:7]=1[Cl:8], predict the reactants needed to synthesize it. The reactants are: [Cl:1][C:2]1[CH:3]=[C:4]([C@H:9]([CH2:20][CH2:21][N:22]2[CH2:25][CH:24]([N:26]3[CH2:31][CH2:30][CH:29]([F:32])[CH2:28][CH2:27]3)[CH2:23]2)[CH2:10][N:11](C)[C:12](=O)OC(C)(C)C)[CH:5]=[CH:6][C:7]=1[Cl:8].FC1C=CC(C(CCN2CC(N3CCSCC3)C2)CN(C)C(=O)OC(C)(C)C)=CC=1. (7) Given the product [CH3:13][N:14]([CH3:21])[CH:15]1[CH2:20][CH2:19][N:18]([C:2]2[NH:3][C:4](=[O:12])[C:5]3[C:10]([CH:11]=2)=[CH:9][CH:8]=[CH:7][CH:6]=3)[CH2:17][CH2:16]1, predict the reactants needed to synthesize it. The reactants are: Cl[C:2]1[NH:3][C:4](=[O:12])[C:5]2[C:10]([CH:11]=1)=[CH:9][CH:8]=[CH:7][CH:6]=2.[CH3:13][N:14]([CH3:21])[CH:15]1[CH2:20][CH2:19][NH:18][CH2:17][CH2:16]1.